This data is from Peptide-MHC class II binding affinity with 134,281 pairs from IEDB. The task is: Regression. Given a peptide amino acid sequence and an MHC pseudo amino acid sequence, predict their binding affinity value. This is MHC class II binding data. (1) The peptide sequence is KDKWIELKESWGAIWRIDTP. The MHC is DRB3_0202 with pseudo-sequence DRB3_0202. The binding affinity (normalized) is 0.350. (2) The peptide sequence is EPGHLAPTGMFVAAA. The MHC is HLA-DPA10201-DPB10101 with pseudo-sequence HLA-DPA10201-DPB10101. The binding affinity (normalized) is 0.134. (3) The peptide sequence is KSVVVLNRKTFEREY. The MHC is HLA-DQA10501-DQB10302 with pseudo-sequence HLA-DQA10501-DQB10302. The binding affinity (normalized) is 0. (4) The peptide sequence is RGDSRLTYQWHKEGS. The MHC is HLA-DQA10201-DQB10303 with pseudo-sequence HLA-DQA10201-DQB10303. The binding affinity (normalized) is 0. (5) The peptide sequence is NGCFKIYHKCDNACI. The MHC is DRB1_0802 with pseudo-sequence DRB1_0802. The binding affinity (normalized) is 0.0269. (6) The peptide sequence is VNGTWMIHTLEALDY. The MHC is DRB1_0901 with pseudo-sequence DRB1_0901. The binding affinity (normalized) is 0.669.